Dataset: Reaction yield outcomes from USPTO patents with 853,638 reactions. Task: Predict the reaction yield, written as a fraction of the theoretical maximum amount of product (1.0 means a 100% yield; for example, 0.34 means a 34% yield). (1) No catalyst specified. The yield is 0.500. The reactants are C(O[C:4]([C:6]1[S:7][C:8]([C:18]2[CH:23]=[CH:22][C:21]([Cl:24])=[CH:20][CH:19]=2)=[C:9]([C:11]2[CH:16]=[CH:15][C:14]([Cl:17])=[CH:13][CH:12]=2)[N:10]=1)=[O:5])C.[CH2:25]1[N:30]([CH2:31][CH2:32][NH2:33])[CH2:29][CH2:28][O:27][CH2:26]1. The product is [N:30]1([CH2:31][CH2:32][NH:33][C:4]([C:6]2[S:7][C:8]([C:18]3[CH:23]=[CH:22][C:21]([Cl:24])=[CH:20][CH:19]=3)=[C:9]([C:11]3[CH:12]=[CH:13][C:14]([Cl:17])=[CH:15][CH:16]=3)[N:10]=2)=[O:5])[CH2:25][CH2:26][O:27][CH2:28][CH2:29]1. (2) The reactants are Cl[C:2]1[CH:7]=[C:6]([C:8]([F:11])([F:10])[F:9])[N:5]=[C:4]([C:12]2[CH:17]=[CH:16][CH:15]=[C:14]([Cl:18])[CH:13]=2)[N:3]=1.[Cl:19][C:20]1[CH:21]=[N:22][N:23]([CH2:25][C:26]2[CH:31]=[CH:30][C:29]([CH2:32]B3OC(C)(C)C(C)(C)O3)=[CH:28][CH:27]=2)[CH:24]=1.C([O-])([O-])=O.[Na+].[Na+]. The catalyst is O1CCOCC1.O.C1C=CC(P(C2C=CC=CC=2)[C-]2C=CC=C2)=CC=1.C1C=CC(P(C2C=CC=CC=2)[C-]2C=CC=C2)=CC=1.Cl[Pd]Cl.[Fe+2]. The product is [Cl:19][C:20]1[CH:21]=[N:22][N:23]([CH2:25][C:26]2[CH:31]=[CH:30][C:29]([CH2:32][C:2]3[CH:7]=[C:6]([C:8]([F:11])([F:10])[F:9])[N:5]=[C:4]([C:12]4[CH:17]=[CH:16][CH:15]=[C:14]([Cl:18])[CH:13]=4)[N:3]=3)=[CH:28][CH:27]=2)[CH:24]=1. The yield is 0.980. (3) The reactants are [F:1][C:2]([F:27])([F:26])[C:3]1[CH:4]=[C:5]([C:9]2[CH:10]=[CH:11][C:12]3[N:18]4[CH2:19][C@H:15]([C@H:16]([O:20][Si](C)(C)C)[CH2:17]4)[NH:14][C:13]=3[N:25]=2)[CH:6]=[CH:7][CH:8]=1.[H-].[Na+].[N:30]1[CH:35]=[CH:34][CH:33]=[CH:32][C:31]=1[N:36]1C(=O)N2C=CC=CC2=N[C:37]1=[O:47].C1C[O:51]CC1. No catalyst specified. The product is [F:1][C:2]([F:27])([F:26])[C:37]([OH:47])=[O:51].[OH:20][C@H:16]1[C@H:15]2[CH2:19][N:18]([C:12]3[CH:11]=[CH:10][C:9]([C:5]4[CH:6]=[CH:7][CH:8]=[C:3]([C:2]([F:27])([F:26])[F:1])[CH:4]=4)=[N:25][C:13]=3[N:14]2[C:37]([NH:36][C:31]2[CH:32]=[CH:33][CH:34]=[CH:35][N:30]=2)=[O:47])[CH2:17]1. The yield is 0.440. (4) The reactants are [CH3:1][CH:2]([C@H:4]1[CH:8]=[CH:7][CH2:6][N:5]1[C:9]([O:11][CH2:12][C:13]1[CH:18]=[CH:17][CH:16]=[CH:15][CH:14]=1)=[O:10])[CH3:3].B.C1C[O:23]CC1.[OH-].[Na+].OO.[O-]S([O-])=O.[Na+].[Na+]. The product is [OH:23][C@@H:7]1[CH2:6][N:5]([C:9]([O:11][CH2:12][C:13]2[CH:14]=[CH:15][CH:16]=[CH:17][CH:18]=2)=[O:10])[C@@H:4]([CH:2]([CH3:1])[CH3:3])[CH2:8]1. The yield is 0.549. No catalyst specified. (5) The catalyst is C1(C)C=CC=CC=1. The reactants are Cl.[CH3:2][O:3][C:4]1[CH:9]=[CH:8][C:7]([NH:10][NH2:11])=[CH:6][CH:5]=1.C(N(CC)CC)C.[C:19]([CH2:25][C:26]#[N:27])(=O)[C:20]([CH3:23])([CH3:22])[CH3:21]. The product is [C:20]([C:19]1[CH:25]=[C:26]([NH2:27])[N:10]([C:7]2[CH:8]=[CH:9][C:4]([O:3][CH3:2])=[CH:5][CH:6]=2)[N:11]=1)([CH3:23])([CH3:22])[CH3:21]. The yield is 0.700. (6) The reactants are CN(C)CCO.[Li]CCCC.[N:12]1[CH:17]=[CH:16][CH:15]=[CH:14][C:13]=1[N:18]1[CH2:23][CH2:22][O:21][CH2:20][CH2:19]1.[CH2:24]([Sn:28](Cl)([CH2:33][CH2:34][CH2:35][CH3:36])[CH2:29][CH2:30][CH2:31][CH3:32])[CH2:25][CH2:26][CH3:27]. The catalyst is CCCCCC.O. The product is [CH2:33]([Sn:28]([CH2:24][CH2:25][CH2:26][CH3:27])([CH2:29][CH2:30][CH2:31][CH3:32])[C:17]1[N:12]=[C:13]([N:18]2[CH2:19][CH2:20][O:21][CH2:22][CH2:23]2)[CH:14]=[CH:15][CH:16]=1)[CH2:34][CH2:35][CH3:36]. The yield is 0.0720. (7) The reactants are [NH:1]1[C:9]2[C:4](=[CH:5][CH:6]=[CH:7][CH:8]=2)[CH:3]=[CH:2]1.Br[C:11]1[CH:17]=[CH:16][CH:15]=[CH:14][C:12]=1[NH2:13].[O-]P([O-])([O-])=O.[K+].[K+].[K+].CN[C@@H]1CCCC[C@H]1NC. The catalyst is [Cu]I.CCCCCC.C(OCC)(=O)C.C1(C)C=CC=CC=1. The product is [NH2:13][C:12]1[CH:14]=[CH:15][CH:16]=[CH:17][C:11]=1[N:1]1[C:9]2[C:4](=[CH:5][CH:6]=[CH:7][CH:8]=2)[CH:3]=[CH:2]1. The yield is 0.710.